This data is from Forward reaction prediction with 1.9M reactions from USPTO patents (1976-2016). The task is: Predict the product of the given reaction. (1) Given the reactants [NH2:1][CH2:2][CH2:3][S:4]([CH3:7])(=[O:6])=[O:5].Cl[C:9]1[N:14]=[C:13]([C:15]2[S:19][C:18]([CH:20]([CH3:22])[CH3:21])=[N:17][C:16]=2[C:23]2[CH:24]=[C:25]([NH:29][S:30]([CH:33]3[CH2:35][CH2:34]3)(=[O:32])=[O:31])[CH:26]=[CH:27][CH:28]=2)[CH:12]=[CH:11][N:10]=1, predict the reaction product. The product is: [CH3:22][CH:20]([C:18]1[S:19][C:15]([C:13]2[CH:12]=[CH:11][N:10]=[C:9]([NH:1][CH2:2][CH2:3][S:4]([CH3:7])(=[O:6])=[O:5])[N:14]=2)=[C:16]([C:23]2[CH:24]=[C:25]([NH:29][S:30]([CH:33]3[CH2:34][CH2:35]3)(=[O:32])=[O:31])[CH:26]=[CH:27][CH:28]=2)[N:17]=1)[CH3:21]. (2) Given the reactants [F:1][C:2]1[CH:3]=[N:4][CH:5]=[C:6]([N:8]2[CH:12]=[C:11](I)[C:10]([CH3:14])=[N:9]2)[CH:7]=1.C([Mg]Cl)(C)C.C(O[B:24]1[O:28][C:27]([CH3:30])([CH3:29])[C:26]([CH3:32])([CH3:31])[O:25]1)(C)C, predict the reaction product. The product is: [F:1][C:2]1[CH:3]=[N:4][CH:5]=[C:6]([N:8]2[CH:12]=[C:11]([B:24]3[O:28][C:27]([CH3:30])([CH3:29])[C:26]([CH3:32])([CH3:31])[O:25]3)[C:10]([CH3:14])=[N:9]2)[CH:7]=1.